This data is from NCI-60 drug combinations with 297,098 pairs across 59 cell lines. The task is: Regression. Given two drug SMILES strings and cell line genomic features, predict the synergy score measuring deviation from expected non-interaction effect. (1) Drug 1: C1=NC2=C(N=C(N=C2N1C3C(C(C(O3)CO)O)O)F)N. Drug 2: N.N.Cl[Pt+2]Cl. Cell line: T-47D. Synergy scores: CSS=28.2, Synergy_ZIP=-5.22, Synergy_Bliss=0.509, Synergy_Loewe=4.72, Synergy_HSA=2.51. (2) Drug 1: C1=C(C(=O)NC(=O)N1)N(CCCl)CCCl. Drug 2: C1CN(P(=O)(OC1)NCCCl)CCCl. Cell line: SK-OV-3. Synergy scores: CSS=8.72, Synergy_ZIP=-4.80, Synergy_Bliss=-4.96, Synergy_Loewe=-12.6, Synergy_HSA=-5.95. (3) Drug 1: CC12CCC3C(C1CCC2=O)CC(=C)C4=CC(=O)C=CC34C. Drug 2: CC(C)(C#N)C1=CC(=CC(=C1)CN2C=NC=N2)C(C)(C)C#N. Cell line: RPMI-8226. Synergy scores: CSS=43.7, Synergy_ZIP=1.20, Synergy_Bliss=1.30, Synergy_Loewe=0.188, Synergy_HSA=-0.534. (4) Drug 1: CC1=C(C=C(C=C1)NC(=O)C2=CC=C(C=C2)CN3CCN(CC3)C)NC4=NC=CC(=N4)C5=CN=CC=C5. Drug 2: N.N.Cl[Pt+2]Cl. Cell line: IGROV1. Synergy scores: CSS=55.7, Synergy_ZIP=-2.16, Synergy_Bliss=-0.950, Synergy_Loewe=-7.98, Synergy_HSA=-0.956. (5) Drug 1: C1=C(C(=O)NC(=O)N1)F. Drug 2: CCC(=C(C1=CC=CC=C1)C2=CC=C(C=C2)OCCN(C)C)C3=CC=CC=C3.C(C(=O)O)C(CC(=O)O)(C(=O)O)O. Cell line: U251. Synergy scores: CSS=25.1, Synergy_ZIP=-12.0, Synergy_Bliss=-11.1, Synergy_Loewe=-12.9, Synergy_HSA=-11.2.